From a dataset of Catalyst prediction with 721,799 reactions and 888 catalyst types from USPTO. Predict which catalyst facilitates the given reaction. (1) Product: [NH2:8][C:9]1[CH:14]=[C:13]([C:15]2[S:16][C:17]([Cl:32])=[CH:18][C:19]=2[NH:20][C:21]([O:23][C@@H:24]([C:26]2[CH:31]=[CH:30][CH:29]=[CH:28][CH:27]=2)[CH3:25])=[O:22])[CH:12]=[CH:11][C:10]=1[C:33]1[CH:34]=[CH:35][C:36]([C:39]2([C:42]([OH:44])=[O:43])[CH2:40][CH2:41]2)=[CH:37][CH:38]=1. Reactant: C(OC([NH:8][C:9]1[CH:14]=[C:13]([C:15]2[S:16][C:17]([Cl:32])=[CH:18][C:19]=2[NH:20][C:21]([O:23][C@@H:24]([C:26]2[CH:31]=[CH:30][CH:29]=[CH:28][CH:27]=2)[CH3:25])=[O:22])[CH:12]=[CH:11][C:10]=1[C:33]1[CH:38]=[CH:37][C:36]([C:39]2([C:42]([OH:44])=[O:43])[CH2:41][CH2:40]2)=[CH:35][CH:34]=1)=O)(C)(C)C.Cl.O1CCOCC1.O. The catalyst class is: 32. (2) Reactant: [CH3:1][O:2][C:3]1[CH:8]=[CH:7][C:6]([Cl:9])=[CH:5][C:4]=1[NH:10][C:11]([NH2:13])=[S:12].BrBr. Product: [NH2:13][C:11]1[S:12][C:5]2[C:6]([Cl:9])=[CH:7][CH:8]=[C:3]([O:2][CH3:1])[C:4]=2[N:10]=1. The catalyst class is: 22. (3) Reactant: [F:1][C:2]([F:22])([F:21])[C:3]1[CH:4]=[C:5]([CH:14]=[C:15]([C:17]([F:20])([F:19])[F:18])[CH:16]=1)[CH2:6][NH:7][C:8]1[N:9]=[N:10][N:11]([CH3:13])[N:12]=1.CC(C)([O-])C.[K+].[Br:29][C:30]1[CH:35]=[CH:34][C:33]([C:36]([F:39])([F:38])[F:37])=[CH:32][C:31]=1[CH2:40]Br. Product: [F:18][C:17]([F:19])([F:20])[C:15]1[CH:14]=[C:5]([CH:4]=[C:3]([C:2]([F:1])([F:21])[F:22])[CH:16]=1)[CH2:6][N:7]([CH2:40][C:31]1[CH:32]=[C:33]([C:36]([F:37])([F:39])[F:38])[CH:34]=[CH:35][C:30]=1[Br:29])[C:8]1[N:9]=[N:10][N:11]([CH3:13])[N:12]=1. The catalyst class is: 1.